Dataset: Forward reaction prediction with 1.9M reactions from USPTO patents (1976-2016). Task: Predict the product of the given reaction. (1) Given the reactants [CH:1]1([C:4]([C:6]2[CH:7]=[N:8][C:9]3[C:14]([C:15]=2[NH:16][C:17]2[CH:18]=[N:19][N:20]([C@H:22]4[CH2:27][CH2:26][C@H:25]([NH:28]C(=O)OC(C)(C)C)[CH2:24][CH2:23]4)[CH:21]=2)=[CH:13][C:12]([C:36]2[CH:41]=[C:40]([Cl:42])[C:39]([OH:43])=[C:38]([Cl:44])[CH:37]=2)=[CH:11][CH:10]=3)=[O:5])[CH2:3][CH2:2]1.FC(F)(F)C(O)=O.[ClH:52], predict the reaction product. The product is: [ClH:42].[ClH:52].[NH2:28][C@H:25]1[CH2:26][CH2:27][C@H:22]([N:20]2[CH:21]=[C:17]([NH:16][C:15]3[C:14]4[C:9](=[CH:10][CH:11]=[C:12]([C:36]5[CH:37]=[C:38]([Cl:44])[C:39]([OH:43])=[C:40]([Cl:42])[CH:41]=5)[CH:13]=4)[N:8]=[CH:7][C:6]=3[C:4]([CH:1]3[CH2:2][CH2:3]3)=[O:5])[CH:18]=[N:19]2)[CH2:23][CH2:24]1. (2) Given the reactants [CH3:1][O:2][C:3]1[CH:4]=[C:5]([NH:11][CH:12]2[CH2:17][CH2:16][N:15]([CH2:18][C:19]3[CH:24]=[CH:23][N:22]=[C:21]([C:25]4[CH:30]=[C:29]([O:31][CH3:32])[C:28]([O:33][CH3:34])=[C:27]([O:35][CH3:36])[CH:26]=4)[CH:20]=3)[CH2:14][CH2:13]2)[CH:6]=[C:7]([O:9][CH3:10])[CH:8]=1.[CH3:37][O:38][C:39]1[CH:40]=[C:41]([C:49]2[CH:50]=[C:51]([CH:54]=[CH:55][CH:56]=2)[CH2:52][Cl:53])[CH:42]=[C:43]([O:47][CH3:48])[C:44]=1[O:45][CH3:46].C1(N)C(F)=C(F)C(F)=C(N)C=1F.[ClH:69].Cl, predict the reaction product. The product is: [ClH:53].[ClH:69].[CH3:1][O:2][C:3]1[CH:4]=[C:5]([N:11]([CH:12]2[CH2:13][CH2:14][N:15]([CH2:18][C:19]3[CH:24]=[CH:23][N:22]=[C:21]([C:25]4[CH:26]=[C:27]([O:35][CH3:36])[C:28]([O:33][CH3:34])=[C:29]([O:31][CH3:32])[CH:30]=4)[CH:20]=3)[CH2:16][CH2:17]2)[CH2:52][C:51]2[CH:54]=[CH:55][CH:56]=[C:49]([C:41]3[CH:42]=[C:43]([O:47][CH3:48])[C:44]([O:45][CH3:46])=[C:39]([O:38][CH3:37])[CH:40]=3)[CH:50]=2)[CH:6]=[C:7]([O:9][CH3:10])[CH:8]=1. (3) Given the reactants [S:1]1[C:5]2[CH:6]=[CH:7][C:8]([NH:10][C:11]3[C:20]4[C:15](=[CH:16][C:17]([OH:28])=[C:18]([S:21]([C:24]([CH3:27])([CH3:26])[CH3:25])(=[O:23])=[O:22])[CH:19]=4)[N:14]=[CH:13][N:12]=3)=[CH:9][C:4]=2[N:3]=[CH:2]1.C(=O)([O-])[O-].[K+].[K+].Br[CH:36]([CH3:41])[C:37]([O:39][CH3:40])=[O:38].O, predict the reaction product. The product is: [S:1]1[C:5]2[CH:6]=[CH:7][C:8]([NH:10][C:11]3[C:20]4[C:15](=[CH:16][C:17]([O:28][CH:36]([CH3:41])[C:37]([O:39][CH3:40])=[O:38])=[C:18]([S:21]([C:24]([CH3:25])([CH3:27])[CH3:26])(=[O:22])=[O:23])[CH:19]=4)[N:14]=[CH:13][N:12]=3)=[CH:9][C:4]=2[N:3]=[CH:2]1.